The task is: Predict the product of the given reaction.. This data is from Forward reaction prediction with 1.9M reactions from USPTO patents (1976-2016). (1) Given the reactants Br[CH:2]1[CH2:14][CH2:13][C:12]2[C:11]3[C:6](=[CH:7][CH:8]=[C:9]([C:15]#[N:16])[CH:10]=3)[NH:5][C:4]=2[C:3]1=[O:17].[Li+].[Br-], predict the reaction product. The product is: [OH:17][C:3]1[CH:2]=[CH:14][CH:13]=[C:12]2[C:4]=1[NH:5][C:6]1[CH:7]=[CH:8][C:9]([C:15]#[N:16])=[CH:10][C:11]2=1. (2) Given the reactants [Cl:1][C:2]1[CH:3]=[N:4][CH:5]=[C:6]([Cl:20])[C:7]=1[S:8][C:9]1[S:13][C:12]([C:14]([OH:16])=O)=[CH:11][C:10]=1[N+:17]([O-:19])=[O:18].[CH:21]([C:24]1[CH:28]=[C:27]([NH2:29])[NH:26][N:25]=1)([CH3:23])[CH3:22], predict the reaction product. The product is: [Cl:20][C:6]1[CH:5]=[N:4][CH:3]=[C:2]([Cl:1])[C:7]=1[S:8][C:9]1[S:13][C:12]([C:14]([NH:29][C:27]2[NH:26][N:25]=[C:24]([CH:21]([CH3:23])[CH3:22])[CH:28]=2)=[O:16])=[CH:11][C:10]=1[N+:17]([O-:19])=[O:18].